From a dataset of Forward reaction prediction with 1.9M reactions from USPTO patents (1976-2016). Predict the product of the given reaction. (1) Given the reactants [Cl:1][C:2]1[CH:34]=[CH:33][C:5]([O:6][C:7]2[CH:12]=[CH:11][C:10]([N:13]3[CH:17]=[C:16]([C:18]4[CH:23]=[CH:22][C:21]([O:24][CH2:25][C@H:26]5[CH2:28][O:27]5)=[CH:20][CH:19]=4)[N:15]=[C:14]3[CH2:29][O:30][CH2:31][CH3:32])=[CH:9][CH:8]=2)=[CH:4][CH:3]=1.[CH2:35]([NH2:37])[CH3:36], predict the reaction product. The product is: [Cl:1][C:2]1[CH:34]=[CH:33][C:5]([O:6][C:7]2[CH:12]=[CH:11][C:10]([N:13]3[CH:17]=[C:16]([C:18]4[CH:23]=[CH:22][C:21]([O:24][CH2:25][C@H:26]([OH:27])[CH2:28][NH:37][CH2:35][CH3:36])=[CH:20][CH:19]=4)[N:15]=[C:14]3[CH2:29][O:30][CH2:31][CH3:32])=[CH:9][CH:8]=2)=[CH:4][CH:3]=1. (2) Given the reactants [CH3:1][O:2][C:3]1[CH:28]=[CH:27][C:6]([CH2:7][N:8]2[C:12]3=[N:13][CH:14]=[CH:15][C:16]([O:17][C:18]4[CH:23]=[CH:22][C:21]([NH2:24])=[CH:20][C:19]=4[F:25])=[C:11]3[C:10]([I:26])=[N:9]2)=[CH:5][CH:4]=1.[F:29][C:30]1[CH:35]=[CH:34][C:33]([N:36]2[C:41](=[O:42])[C:40]([C:43](O)=[O:44])=[CH:39][CH:38]=[N:37]2)=[CH:32][CH:31]=1.C1C=CC2N(O)N=NC=2C=1.O.CCN=C=NCCCN(C)C, predict the reaction product. The product is: [F:25][C:19]1[CH:20]=[C:21]([NH:24][C:43]([C:40]2[C:41](=[O:42])[N:36]([C:33]3[CH:34]=[CH:35][C:30]([F:29])=[CH:31][CH:32]=3)[N:37]=[CH:38][CH:39]=2)=[O:44])[CH:22]=[CH:23][C:18]=1[O:17][C:16]1[CH:15]=[CH:14][N:13]=[C:12]2[N:8]([CH2:7][C:6]3[CH:5]=[CH:4][C:3]([O:2][CH3:1])=[CH:28][CH:27]=3)[N:9]=[C:10]([I:26])[C:11]=12. (3) Given the reactants CC([O-:5])(C)C.[K+].[F:7][C:8]([F:24])([F:23])[C:9]1[CH:14]=[CH:13][C:12]([C:15]2[CH:20]=[CH:19][C:18]([CH2:21][OH:22])=[CH:17][CH:16]=2)=[CH:11][CH:10]=1.F[C:26]1[C:31]([C:32]2[CH:37]=[CH:36][CH:35]=[C:34]([N:38]3[C:42]([C:43]([F:46])([F:45])[F:44])=[C:41]([C:47]([O:49]CC)=[O:48])[CH:40]=[N:39]3)[N:33]=2)=[CH:30][CH:29]=[CH:28][N:27]=1.[OH-:52].[Na+], predict the reaction product. The product is: [C:9]([OH:5])([C:8]([F:24])([F:23])[F:7])=[O:52].[F:46][C:43]([F:44])([F:45])[C:42]1[N:38]([C:34]2[N:33]=[C:32]([C:31]3[C:26]([O:22][CH2:21][C:18]4[CH:19]=[CH:20][C:15]([C:12]5[CH:11]=[CH:10][C:9]([C:8]([F:23])([F:24])[F:7])=[CH:14][CH:13]=5)=[CH:16][CH:17]=4)=[N:27][CH:28]=[CH:29][CH:30]=3)[CH:37]=[CH:36][CH:35]=2)[N:39]=[CH:40][C:41]=1[C:47]([OH:49])=[O:48]. (4) Given the reactants [Br:1][C:2]1[CH:3]=[C:4]2[C:9](=[CH:10][CH:11]=1)[C:8](=[O:12])[NH:7][C:6](=[O:13])/[C:5]/2=[CH:14]/OC.Cl.[OH:18][C:19]1[CH:26]=[CH:25][C:22]([CH2:23][NH2:24])=[CH:21][C:20]=1[O:27][CH3:28].C(N(CC)CC)C.C(OCC)C, predict the reaction product. The product is: [Br:1][C:2]1[CH:3]=[C:4]2[C:9](=[CH:10][CH:11]=1)[C:8](=[O:12])[NH:7][C:6](=[O:13])/[C:5]/2=[CH:14]\[NH:24][CH2:23][C:22]1[CH:25]=[CH:26][C:19]([OH:18])=[C:20]([O:27][CH3:28])[CH:21]=1. (5) Given the reactants [C:1]([O:5][C:6]([N:8]1[CH2:12][CH2:11][CH2:10][CH:9]1[C:13](=[O:30])[NH:14][C:15]1[CH:20]=[CH:19][C:18]([C:21]2[CH:26]=[CH:25][CH:24]=[CH:23][C:22]=2SC)=[CH:17][C:16]=1[CH3:29])=[O:7])([CH3:4])([CH3:3])[CH3:2].Cl[C:32]1C=C(C=CC=1)C(OO)=O.O[O:43][S:44]([O-:46])=O.[K+], predict the reaction product. The product is: [C:1]([O:5][C:6]([N:8]1[CH2:12][CH2:11][CH2:10][CH:9]1[C:13](=[O:30])[NH:14][C:15]1[CH:20]=[CH:19][C:18]([C:21]2[CH:22]=[CH:23][CH:24]=[CH:25][C:26]=2[S:44]([CH3:32])(=[O:46])=[O:43])=[CH:17][C:16]=1[CH3:29])=[O:7])([CH3:3])([CH3:4])[CH3:2].